This data is from Full USPTO retrosynthesis dataset with 1.9M reactions from patents (1976-2016). The task is: Predict the reactants needed to synthesize the given product. (1) Given the product [Cl:15][C:16]1[CH:21]=[CH:20][C:19]([N:8]2[CH:9]=[CH:10][C:6]([O:5][CH2:4][C:3]3[CH:11]=[CH:12][CH:13]=[CH:14][C:2]=3[Br:1])=[N:7]2)=[CH:18][CH:17]=1, predict the reactants needed to synthesize it. The reactants are: [Br:1][C:2]1[CH:14]=[CH:13][CH:12]=[CH:11][C:3]=1[CH2:4][O:5][C:6]1[CH:10]=[CH:9][NH:8][N:7]=1.[Cl:15][C:16]1[CH:21]=[CH:20][C:19](I)=[CH:18][CH:17]=1.C([O-])([O-])=O.[K+].[K+].CNC1(NC)CCCCC1. (2) Given the product [CH2:35]([N:20]([CH2:18][CH3:19])[CH2:21][CH2:22][NH:23][C:24]([C:26]1[C:30]([CH3:31])=[C:29]([CH:32]=[C:10]2[C:9]3[C:13](=[CH:14][CH:15]=[CH:16][C:8]=3[C:5]3[CH:4]=[N:3][C:2]([NH2:1])=[N:7][CH:6]=3)[NH:12][C:11]2=[O:17])[NH:28][C:27]=1[CH3:34])=[O:25])[CH3:36], predict the reactants needed to synthesize it. The reactants are: [NH2:1][C:2]1[N:7]=[CH:6][C:5]([C:8]2[CH:16]=[CH:15][CH:14]=[C:13]3[C:9]=2[CH2:10][C:11](=[O:17])[NH:12]3)=[CH:4][N:3]=1.[CH2:18]([N:20]([CH2:35][CH3:36])[CH2:21][CH2:22][NH:23][C:24]([C:26]1[C:30]([CH3:31])=[C:29]([CH:32]=O)[NH:28][C:27]=1[CH3:34])=[O:25])[CH3:19]. (3) Given the product [N:5]1[C:4]2[CH:8]=[CH:9][O:10][C:3]=2[C:2]([N:24]([CH3:25])[C@@H:14]2[C@H:13]([CH3:12])[CH2:18][CH2:17][N:16]([C:19](=[O:23])[CH2:20][C:21]#[N:22])[CH2:15]2)=[N:7][CH:6]=1, predict the reactants needed to synthesize it. The reactants are: Cl[C:2]1[C:3]2[O:10][CH:9]=[CH:8][C:4]=2[N:5]=[CH:6][N:7]=1.Cl.[CH3:12][C@@H:13]1[CH2:18][CH2:17][N:16]([C:19](=[O:23])[CH2:20][C:21]#[N:22])[CH2:15][C@@H:14]1[NH:24][CH3:25].C(=O)(O)[O-].[Na+]. (4) Given the product [Cl:18][C:15]1[CH:16]=[C:17]2[C:12](=[CH:13][CH:14]=1)[NH:11][C:10](=[O:19])[C:9]2([N:33]1[CH2:34][CH:35]([F:37])[CH2:36][C@H:32]1[C:31]([NH:30][CH2:28][CH3:29])=[O:38])[C:20]1[CH:25]=[CH:24][CH:23]=[CH:22][C:21]=1[O:26][CH3:27], predict the reactants needed to synthesize it. The reactants are: C(N(CC)CC)C.Cl[C:9]1([C:20]2[CH:25]=[CH:24][CH:23]=[CH:22][C:21]=2[O:26][CH3:27])[C:17]2[C:12](=[CH:13][CH:14]=[C:15]([Cl:18])[CH:16]=2)[NH:11][C:10]1=[O:19].[CH2:28]([NH:30][C:31](=[O:38])[C@@H:32]1[CH2:36][CH:35]([F:37])[CH2:34][NH:33]1)[CH3:29].C(=O)([O-])[O-].[K+].[K+]. (5) Given the product [C:37]([CH2:38][N:1]1[CH2:5][CH2:4][C@@H:3]([NH:6][C:7]([C:9]2[C:17]3[C:12](=[N:13][CH:14]=[C:15]([C:18]4[C:26]5[C:21](=[CH:22][C:23]([F:27])=[CH:24][CH:25]=5)[N:20]([CH3:28])[N:19]=4)[N:16]=3)[N:11]([CH2:29][O:30][CH2:31][CH2:32][Si:33]([CH3:36])([CH3:35])[CH3:34])[CH:10]=2)=[O:8])[CH2:2]1)#[N:39], predict the reactants needed to synthesize it. The reactants are: [NH:1]1[CH2:5][CH2:4][C@@H:3]([NH:6][C:7]([C:9]2[C:17]3[C:12](=[N:13][CH:14]=[C:15]([C:18]4[C:26]5[C:21](=[CH:22][C:23]([F:27])=[CH:24][CH:25]=5)[N:20]([CH3:28])[N:19]=4)[N:16]=3)[N:11]([CH2:29][O:30][CH2:31][CH2:32][Si:33]([CH3:36])([CH3:35])[CH3:34])[CH:10]=2)=[O:8])[CH2:2]1.[CH2:37]([N:39](CC)CC)[CH3:38]. (6) Given the product [CH3:30][O:29][C:28]1[C:3](=[O:2])[C:4]([CH3:35])=[C:5]([CH2:6][C:7]2[CH:8]=[CH:9][C:10]([O:17][CH2:18][C:19]([O:21][C:22]([CH3:24])([CH3:23])[CH3:25])=[O:20])=[C:11]([CH:16]=2)[C:12]([O:14][CH3:15])=[O:13])[C:26](=[O:33])[C:27]=1[O:31][CH3:32], predict the reactants needed to synthesize it. The reactants are: C[O:2][C:3]1[C:4]([CH3:35])=[C:5]([C:26]([O:33]C)=[C:27]([O:31][CH3:32])[C:28]=1[O:29][CH3:30])[CH2:6][C:7]1[CH:8]=[CH:9][C:10]([O:17][CH2:18][C:19]([O:21][C:22]([CH3:25])([CH3:24])[CH3:23])=[O:20])=[C:11]([CH:16]=1)[C:12]([O:14][CH3:15])=[O:13].O=[N+]([O-])[O-].[O-][N+](=O)[O-].[O-][N+](=O)[O-].[O-][N+](=O)[O-].[O-][N+](=O)[O-].[O-][N+](=O)[O-].[Ce+4].[NH4+].[NH4+]. (7) Given the product [CH3:32][NH:33][C:27]([C:19]1[C:18]2[C:13](=[CH:14][CH:15]=[CH:16][N:17]=2)[N:12]=[C:11]([CH:9]([NH:8][C:6](=[O:7])[O:5][C:1]([CH3:2])([CH3:4])[CH3:3])[CH3:10])[C:20]=1[C:21]1[CH:22]=[CH:23][CH:24]=[CH:25][CH:26]=1)=[O:29], predict the reactants needed to synthesize it. The reactants are: [C:1]([O:5][C:6]([NH:8][CH:9]([C:11]1[C:20]([C:21]2[CH:26]=[CH:25][CH:24]=[CH:23][CH:22]=2)=[C:19]([C:27]([OH:29])=O)[C:18]2[C:13](=[CH:14][CH:15]=[CH:16][N:17]=2)[N:12]=1)[CH3:10])=[O:7])([CH3:4])([CH3:3])[CH3:2].C1C[N:33]([P+](ON2N=NC3C=CC=CC2=3)(N2CCCC2)N2CCCC2)[CH2:32]C1.F[P-](F)(F)(F)(F)F.CN.C(N(C(C)C)C(C)C)C. (8) Given the product [F:11][CH:10]([C:12]1[CH:13]=[C:14]([CH:37]=[CH:38][CH:39]=1)[CH2:15][N:16]1[CH2:36][CH2:35][C:19]2([O:24][CH2:23][CH2:22][N:21]([C:25]([C:27]3[N:28]=[C:29]([CH:32]([CH3:33])[CH3:34])[S:30][CH:31]=3)=[O:26])[CH2:20]2)[CH2:18][CH2:17]1)[CH2:9][OH:8], predict the reactants needed to synthesize it. The reactants are: [Si]([O:8][CH2:9][CH:10]([C:12]1[CH:13]=[C:14]([CH:37]=[CH:38][CH:39]=1)[CH2:15][N:16]1[CH2:36][CH2:35][C:19]2([O:24][CH2:23][CH2:22][N:21]([C:25]([C:27]3[N:28]=[C:29]([CH:32]([CH3:34])[CH3:33])[S:30][CH:31]=3)=[O:26])[CH2:20]2)[CH2:18][CH2:17]1)[F:11])(C(C)(C)C)(C)C.[F-].C([N+](CCCC)(CCCC)CCCC)CCC. (9) Given the product [CH:4]([O:6][C:8]1[N:13]=[CH:12][N:11]=[C:10]([N:14]2[CH2:15][CH2:16][CH:17]([C:20]3[CH:21]=[CH:22][C:23]([C@@H:26]([NH:28][C:29]([CH:31]4[CH2:32][CH2:33]4)=[O:30])[CH3:27])=[CH:24][CH:25]=3)[CH2:18][CH2:19]2)[CH:9]=1)([CH3:5])[CH3:3], predict the reactants needed to synthesize it. The reactants are: [H-].[Na+].[CH3:3][CH:4]([OH:6])[CH3:5].Cl[C:8]1[N:13]=[CH:12][N:11]=[C:10]([N:14]2[CH2:19][CH2:18][CH:17]([C:20]3[CH:25]=[CH:24][C:23]([C@@H:26]([NH:28][C:29]([CH:31]4[CH2:33][CH2:32]4)=[O:30])[CH3:27])=[CH:22][CH:21]=3)[CH2:16][CH2:15]2)[CH:9]=1. (10) Given the product [F:1][C:2]1[CH:7]=[CH:6][CH:5]=[C:4]([F:8])[C:3]=1[C:9]1[O:10][CH2:11][CH:12]([C:14]2[CH:19]=[CH:18][C:17]([C:27]3[CH:28]=[CH:29][C:24]([O:23][CH2:21][CH3:22])=[N:25][CH:26]=3)=[CH:16][CH:15]=2)[N:13]=1, predict the reactants needed to synthesize it. The reactants are: [F:1][C:2]1[CH:7]=[CH:6][CH:5]=[C:4]([F:8])[C:3]=1[C:9]1[O:10][CH2:11][CH:12]([C:14]2[CH:19]=[CH:18][C:17](Br)=[CH:16][CH:15]=2)[N:13]=1.[CH2:21]([O:23][C:24]1[CH:29]=[CH:28][C:27]([Sn](C)(C)C)=[CH:26][N:25]=1)[CH3:22].[Cl-].[Li+].